Dataset: Full USPTO retrosynthesis dataset with 1.9M reactions from patents (1976-2016). Task: Predict the reactants needed to synthesize the given product. (1) Given the product [Cl:1][C:2]1[CH:7]=[CH:6][CH:5]=[CH:4][C:3]=1[O:8][CH2:10][CH2:11][CH2:12][Cl:13], predict the reactants needed to synthesize it. The reactants are: [Cl:1][C:2]1[CH:7]=[CH:6][CH:5]=[CH:4][C:3]=1[OH:8].Br[CH2:10][CH2:11][CH2:12][Cl:13]. (2) Given the product [CH3:1][C:2]([CH3:31])([CH3:30])[CH2:3][CH2:4][C:5]1[CH:6]=[C:7]2[C@:18]3([CH2:22][O:21][C:20]([NH2:23])=[N:19]3)[C:17]3[C:12](=[CH:13][CH:14]=[C:15]([C:24]4[CH:25]=[N:26][CH:27]=[CH:28][CH:29]=4)[CH:16]=3)[O:11][C:8]2=[N:9][CH:10]=1, predict the reactants needed to synthesize it. The reactants are: [CH3:1][C:2]([CH3:31])([CH3:30])[C:3]#[C:4][C:5]1[CH:6]=[C:7]2[C@:18]3([CH2:22][O:21][C:20]([NH2:23])=[N:19]3)[C:17]3[C:12](=[CH:13][CH:14]=[C:15]([C:24]4[CH:25]=[N:26][CH:27]=[CH:28][CH:29]=4)[CH:16]=3)[O:11][C:8]2=[N:9][CH:10]=1. (3) Given the product [CH3:26][C:27]1[C:32]([C:33]([N:17]2[CH2:18][CH2:19][CH:14]([CH:13]3[S:12][CH2:11][CH2:10][NH:9][C:8]4[N:4]([CH3:3])[N:5]=[C:6]([C:20]5[CH:25]=[CH:24][CH:23]=[CH:22][N:21]=5)[C:7]3=4)[CH2:15][CH2:16]2)=[O:34])=[CH:31][CH:30]=[CH:29][N:28]=1, predict the reactants needed to synthesize it. The reactants are: Cl.Cl.[CH3:3][N:4]1[C:8]2[NH:9][CH2:10][CH2:11][S:12][CH:13]([CH:14]3[CH2:19][CH2:18][NH:17][CH2:16][CH2:15]3)[C:7]=2[C:6]([C:20]2[CH:25]=[CH:24][CH:23]=[CH:22][N:21]=2)=[N:5]1.[CH3:26][C:27]1[C:32]([C:33](O)=[O:34])=[CH:31][CH:30]=[CH:29][N:28]=1.Cl.CN(C)CCCN=C=NCC.O.ON1C2C=CC=CC=2N=N1.C(N(CC)C(C)C)(C)C. (4) Given the product [F:6][C:7]1[C:8]([CH:16]=[O:17])=[N:9][CH:10]=[CH:11][CH:12]=1, predict the reactants needed to synthesize it. The reactants are: C([Li])CCC.[F:6][C:7]1[CH:8]=[N:9][CH:10]=[CH:11][CH:12]=1.CN([CH:16]=[O:17])C.O. (5) Given the product [CH3:12][NH:13][CH:9]1[C:10]2[N:1]=[CH:2][CH:3]=[CH:4][C:5]=2[CH2:6][CH2:7][CH2:8]1, predict the reactants needed to synthesize it. The reactants are: [N:1]1[C:10]2[C:9](=O)[CH2:8][CH2:7][CH2:6][C:5]=2[CH:4]=[CH:3][CH:2]=1.[CH3:12][NH2:13].C(O)(=O)C.C(O[BH-](OC(=O)C)OC(=O)C)(=O)C.[Na+]. (6) The reactants are: [C:1]([NH:4][C:5]1[S:6][CH:7]=[C:8]([CH2:10][CH2:11][C:12]2[CH:17]=[CH:16][C:15]([CH2:18][C:19]([OH:21])=O)=[CH:14][CH:13]=2)[N:9]=1)(=[O:3])[CH3:2].C(N1C=CN=C1)(N1C=CN=C1)=O.O.[NH2:35][NH2:36].O. Given the product [NH:35]([C:19]([CH2:18][C:15]1[CH:16]=[CH:17][C:12]([CH2:11][CH2:10][C:8]2[N:9]=[C:5]([NH:4][C:1](=[O:3])[CH3:2])[S:6][CH:7]=2)=[CH:13][CH:14]=1)=[O:21])[NH2:36], predict the reactants needed to synthesize it. (7) Given the product [F:8][C:6]1[CH:7]=[C:2]([C:13]#[C:12][Si:14]([CH3:17])([CH3:16])[CH3:15])[CH:3]=[C:4]([F:11])[C:5]=1[O:9][CH3:10], predict the reactants needed to synthesize it. The reactants are: Br[C:2]1[CH:3]=[C:4]([F:11])[C:5]([O:9][CH3:10])=[C:6]([F:8])[CH:7]=1.[C:12]([Si:14]([CH3:17])([CH3:16])[CH3:15])#[CH:13].C(N(C(C)C)CC)(C)C. (8) The reactants are: [O:1]1[C:5]2[CH:6]=[CH:7][CH:8]=[CH:9][C:4]=2[CH:3]=[C:2]1[CH:10]=O.CN.CC(O)=O.[BH3-][C:19]#[N:20].[Na+]. Given the product [CH3:19][NH:20][CH2:10][C:2]1[O:1][C:5]2[CH:6]=[CH:7][CH:8]=[CH:9][C:4]=2[CH:3]=1, predict the reactants needed to synthesize it. (9) Given the product [O:21]1[CH2:22][CH2:23][CH2:24][C@H:20]1[C:18]([NH:17][C:11]1([C:9]([OH:10])=[O:8])[CH2:12][CH2:13][CH2:14][CH2:15][CH2:16]1)=[O:19], predict the reactants needed to synthesize it. The reactants are: C([O:8][C:9]([C:11]1([NH:17][C:18]([C@@H:20]2[CH2:24][CH2:23][CH2:22][O:21]2)=[O:19])[CH2:16][CH2:15][CH2:14][CH2:13][CH2:12]1)=[O:10])C1C=CC=CC=1. (10) Given the product [CH2:29]([NH:1][CH:2]1[CH2:7][CH2:6][N:5]([S:8]([C:11]2[CH:16]=[CH:15][C:14]([NH:17][C:18](=[O:21])[CH:19]=[CH2:20])=[CH:13][CH:12]=2)(=[O:9])=[O:10])[CH2:4][CH2:3]1)[CH2:28][C:22]1[CH:27]=[CH:26][CH:25]=[CH:24][CH:23]=1, predict the reactants needed to synthesize it. The reactants are: [NH2:1][CH:2]1[CH2:7][CH2:6][N:5]([S:8]([C:11]2[CH:16]=[CH:15][C:14]([NH:17][C:18](=[O:21])[CH:19]=[CH2:20])=[CH:13][CH:12]=2)(=[O:10])=[O:9])[CH2:4][CH2:3]1.[C:22]1([CH2:28][CH:29]=O)[CH:27]=[CH:26][CH:25]=[CH:24][CH:23]=1.C(N(CC)CC)C.C(O[BH-](OC(=O)C)OC(=O)C)(=O)C.[Na+].